Dataset: Catalyst prediction with 721,799 reactions and 888 catalyst types from USPTO. Task: Predict which catalyst facilitates the given reaction. (1) Reactant: [F:1][C:2]1[CH:7]=[CH:6][C:5]([CH2:8][CH2:9][N:10]2[CH:14]=[CH:13][C:12]([C:15]3[S:16][C:17]([C:21]([OH:23])=O)=[C:18]([CH3:20])[N:19]=3)=[N:11]2)=[CH:4][CH:3]=1.[F:24][C:25]1[CH:32]=[CH:31][C:28]([CH2:29][NH2:30])=[CH:27][CH:26]=1.F[P-](F)(F)(F)(F)F.N1(O[P+](N(C)C)(N(C)C)N(C)C)C2C=CC=CC=2N=N1.C(N(CC)C(C)C)(C)C. Product: [F:24][C:25]1[CH:32]=[CH:31][C:28]([CH2:29][NH:30][C:21]([C:17]2[S:16][C:15]([C:12]3[CH:13]=[CH:14][N:10]([CH2:9][CH2:8][C:5]4[CH:4]=[CH:3][C:2]([F:1])=[CH:7][CH:6]=4)[N:11]=3)=[N:19][C:18]=2[CH3:20])=[O:23])=[CH:27][CH:26]=1. The catalyst class is: 2. (2) Reactant: [CH3:1][N:2]1[C:10]2[C:5](=[CH:6][CH:7]=[CH:8][CH:9]=2)[C:4]([CH2:11][CH:12]([CH3:14])[CH3:13])=[C:3]1[C:15]([N:17]([CH:36]1[CH2:41][CH2:40][CH2:39][CH2:38][CH2:37]1)[C@H:18]([C:20]([NH:22][CH:23]([C:32](=[O:35])[CH2:33]Br)[CH2:24][C:25]([O:27][C:28]([CH3:31])([CH3:30])[CH3:29])=[O:26])=[O:21])[CH3:19])=[O:16].[F-].[K+].[F:44][C:45]1[C:50]([F:51])=[CH:49][C:48]([F:52])=[C:47]([F:53])[C:46]=1[OH:54].CCCCCC.CCOC(C)=O. Product: [CH3:1][N:2]1[C:10]2[C:5](=[CH:6][CH:7]=[CH:8][CH:9]=2)[C:4]([CH2:11][CH:12]([CH3:14])[CH3:13])=[C:3]1[C:15]([N:17]([CH:36]1[CH2:41][CH2:40][CH2:39][CH2:38][CH2:37]1)[C@H:18]([C:20]([NH:22][CH:23]([C:32](=[O:35])[CH2:33][O:54][C:46]1[C:47]([F:53])=[C:48]([F:52])[CH:49]=[C:50]([F:51])[C:45]=1[F:44])[CH2:24][C:25]([O:27][C:28]([CH3:31])([CH3:30])[CH3:29])=[O:26])=[O:21])[CH3:19])=[O:16]. The catalyst class is: 3.